From a dataset of Reaction yield outcomes from USPTO patents with 853,638 reactions. Predict the reaction yield, written as a fraction of the theoretical maximum amount of product (1.0 means a 100% yield; for example, 0.34 means a 34% yield). (1) The reactants are Br[C:2]1[CH:30]=[CH:29][C:5]([C:6]([N:8]([C:22]2[C:27]([CH3:28])=[CH:26][CH:25]=[CH:24][N:23]=2)[C@@H:9]2[CH2:14][CH2:13][CH2:12][N:11]([C:15]([O:17][C:18]([CH3:21])([CH3:20])[CH3:19])=[O:16])[CH2:10]2)=[O:7])=[CH:4][CH:3]=1.[B:31]1([B:31]2[O:35][C:34]([CH3:37])([CH3:36])[C:33]([CH3:39])([CH3:38])[O:32]2)[O:35][C:34]([CH3:37])([CH3:36])[C:33]([CH3:39])([CH3:38])[O:32]1.C([O-])(=O)C.[K+].CC1CCCO1. The catalyst is ClCCl.[Pd](Cl)Cl.C1(P(C2C=CC=CC=2)[C-]2C=CC=C2)C=CC=CC=1.[C-]1(P(C2C=CC=CC=2)C2C=CC=CC=2)C=CC=C1.[Fe+2].O. The product is [CH3:28][C:27]1[C:22]([N:8]([C:6](=[O:7])[C:5]2[CH:29]=[CH:30][C:2]([B:31]3[O:35][C:34]([CH3:37])([CH3:36])[C:33]([CH3:39])([CH3:38])[O:32]3)=[CH:3][CH:4]=2)[C@@H:9]2[CH2:14][CH2:13][CH2:12][N:11]([C:15]([O:17][C:18]([CH3:21])([CH3:20])[CH3:19])=[O:16])[CH2:10]2)=[N:23][CH:24]=[CH:25][CH:26]=1. The yield is 0.860. (2) The reactants are [Cl:1][C:2]1[CH:7]=[C:6](/[CH:8]=[C:9](\[O-])/[C:10]([O:12][CH2:13][CH3:14])=[O:11])[C:5]([N+:16]([O-])=O)=[CH:4][N:3]=1.[K+]. The catalyst is C(O)(=O)C.[Fe]. The product is [Cl:1][C:2]1[CH:7]=[C:6]2[CH:8]=[C:9]([C:10]([O:12][CH2:13][CH3:14])=[O:11])[NH:16][C:5]2=[CH:4][N:3]=1. The yield is 0.190.